This data is from NCI-60 drug combinations with 297,098 pairs across 59 cell lines. The task is: Regression. Given two drug SMILES strings and cell line genomic features, predict the synergy score measuring deviation from expected non-interaction effect. (1) Drug 1: CC1=C(C(=O)C2=C(C1=O)N3CC4C(C3(C2COC(=O)N)OC)N4)N. Drug 2: CC1CC(C(C(C=C(C(C(C=CC=C(C(=O)NC2=CC(=O)C(=C(C1)C2=O)OC)C)OC)OC(=O)N)C)C)O)OC. Cell line: HT29. Synergy scores: CSS=82.3, Synergy_ZIP=2.14, Synergy_Bliss=1.17, Synergy_Loewe=4.42, Synergy_HSA=7.14. (2) Drug 1: C1=CC=C(C(=C1)C(C2=CC=C(C=C2)Cl)C(Cl)Cl)Cl. Drug 2: CC(C)CN1C=NC2=C1C3=CC=CC=C3N=C2N. Cell line: EKVX. Synergy scores: CSS=0.872, Synergy_ZIP=-1.82, Synergy_Bliss=-2.61, Synergy_Loewe=-2.00, Synergy_HSA=-2.00. (3) Drug 1: C1CC(=O)NC(=O)C1N2CC3=C(C2=O)C=CC=C3N. Drug 2: C(CN)CNCCSP(=O)(O)O. Cell line: SNB-75. Synergy scores: CSS=9.20, Synergy_ZIP=-0.815, Synergy_Bliss=-0.942, Synergy_Loewe=0.0881, Synergy_HSA=-2.36. (4) Drug 1: C1CCC(C1)C(CC#N)N2C=C(C=N2)C3=C4C=CNC4=NC=N3. Drug 2: C(=O)(N)NO. Cell line: UACC62. Synergy scores: CSS=0.119, Synergy_ZIP=2.31, Synergy_Bliss=0.259, Synergy_Loewe=-8.59, Synergy_HSA=-8.97. (5) Drug 1: C1=CC(=C2C(=C1NCCNCCO)C(=O)C3=C(C=CC(=C3C2=O)O)O)NCCNCCO. Drug 2: CC12CCC3C(C1CCC2OP(=O)(O)O)CCC4=C3C=CC(=C4)OC(=O)N(CCCl)CCCl.[Na+]. Cell line: SK-OV-3. Synergy scores: CSS=49.1, Synergy_ZIP=-5.34, Synergy_Bliss=-10.2, Synergy_Loewe=-52.0, Synergy_HSA=-9.79. (6) Drug 1: CCCS(=O)(=O)NC1=C(C(=C(C=C1)F)C(=O)C2=CNC3=C2C=C(C=N3)C4=CC=C(C=C4)Cl)F. Drug 2: C1C(C(OC1N2C=NC(=NC2=O)N)CO)O. Cell line: UO-31. Synergy scores: CSS=20.3, Synergy_ZIP=0.916, Synergy_Bliss=5.80, Synergy_Loewe=7.33, Synergy_HSA=7.54.